This data is from Reaction yield outcomes from USPTO patents with 853,638 reactions. The task is: Predict the reaction yield, written as a fraction of the theoretical maximum amount of product (1.0 means a 100% yield; for example, 0.34 means a 34% yield). (1) The yield is 0.990. The catalyst is CC(C)=O. The reactants are [NH:1]([C:15]([O:17][C:18]([CH3:21])([CH3:20])[CH3:19])=[O:16])[C@H:2]([C:4]([NH:6][C@H:7]([C:11]([O:13]C)=[O:12])[CH:8]([CH3:10])[CH3:9])=[O:5])[CH3:3].[OH-].[Na+]. The product is [NH:1]([C:15]([O:17][C:18]([CH3:21])([CH3:20])[CH3:19])=[O:16])[C@H:2]([C:4]([NH:6][C@H:7]([C:11]([OH:13])=[O:12])[CH:8]([CH3:10])[CH3:9])=[O:5])[CH3:3]. (2) The reactants are [N+:1]([CH:4]([CH3:13])[CH:5]([CH:7]1[CH2:12][CH2:11][O:10][CH2:9][CH2:8]1)[OH:6])([O-])=O.[H][H]. The catalyst is C(O)C.[Pd]. The product is [NH2:1][CH:4]([CH3:13])[CH:5]([CH:7]1[CH2:8][CH2:9][O:10][CH2:11][CH2:12]1)[OH:6]. The yield is 0.910. (3) The reactants are [CH3:1][C:2]1[C:6]([N+:7]([O-:9])=O)=[C:5]([CH3:10])[O:4][N:3]=1.N1CC[CH2:14][CH2:13][CH2:12]1.C(=O)CC. The catalyst is CCO. The product is [CH3:1][C:2]1[C:6]2=[N+:7]([O-:9])[C:13]([CH3:14])=[CH:12][CH:10]=[C:5]2[O:4][N:3]=1. The yield is 0.225. (4) The reactants are CC([O-])(C)C.[K+].Cl[CH:8]([C:14]1[CH:19]=[CH:18][CH:17]=[CH:16][CH:15]=1)[C:9]([O:11][CH2:12][CH3:13])=[O:10].[F:20][C:21]1[CH:26]=[CH:25][CH:24]=[CH:23][C:22]=1[N+:27]([O-:29])=[O:28].Cl. The catalyst is CN(C=O)C.O. The product is [F:20][C:21]1[CH:26]=[C:25]([CH:8]([C:14]2[CH:19]=[CH:18][CH:17]=[CH:16][CH:15]=2)[C:9]([O:11][CH2:12][CH3:13])=[O:10])[CH:24]=[CH:23][C:22]=1[N+:27]([O-:29])=[O:28]. The yield is 0.449. (5) The yield is 0.498. The product is [F:11][CH:10]([F:12])[O:9][C:5]1[CH:6]=[C:7]([CH3:8])[C:2]([C:14]#[N:16])=[N:3][CH:4]=1. The catalyst is O.[C-]#N.[Zn+2].[C-]#N.C1(P(C2C=CC=CC=2)[C-]2C=CC=C2)C=CC=CC=1.[C-]1(P(C2C=CC=CC=2)C2C=CC=CC=2)C=CC=C1.[Fe+2].C1C=CC(/C=C/C(/C=C/C2C=CC=CC=2)=O)=CC=1.C1C=CC(/C=C/C(/C=C/C2C=CC=CC=2)=O)=CC=1.C1C=CC(/C=C/C(/C=C/C2C=CC=CC=2)=O)=CC=1.[Pd].[Pd]. The reactants are Cl[C:2]1[C:7]([CH3:8])=[CH:6][C:5]([O:9][CH:10]([F:12])[F:11])=[CH:4][N:3]=1.C[C:14]([N:16](C)C)=O. (6) The catalyst is [Pd].C1COCC1.CCO.CC(O)=O. The reactants are [CH3:1][O:2][C:3]1[CH:4]=[C:5](/[CH:11]=[CH:12]/[C:13]([NH:15][C:16]2[CH:24]=[CH:23][CH:22]=[CH:21][C:17]=2[C:18]([OH:20])=[O:19])=[O:14])[CH:6]=[CH:7][C:8]=1[O:9][CH3:10]. The yield is 0.770. The product is [CH3:1][O:2][C:3]1[CH:4]=[C:5]([CH2:11][CH2:12][C:13]([NH:15][C:16]2[CH:24]=[CH:23][CH:22]=[CH:21][C:17]=2[C:18]([OH:20])=[O:19])=[O:14])[CH:6]=[CH:7][C:8]=1[O:9][CH3:10]. (7) The reactants are [Br-].C[O:3][C:4]1[CH:29]=[CH:28][C:7]([CH2:8][P+](C2C=CC=CC=2)(C2C=CC=CC=2)C2C=CC=CC=2)=[CH:6][CH:5]=1.C([Li])CCC.C[O:36][C:37]1[CH:38]=[C:39]([CH:42]=[C:43]([O:45]C)[CH:44]=1)[CH:40]=O.O. The catalyst is O1CCCC1. The product is [OH:3][C:4]1[CH:5]=[CH:6][C:7](/[CH:8]=[CH:40]/[C:39]2[CH:42]=[C:43]([OH:45])[CH:44]=[C:37]([OH:36])[CH:38]=2)=[CH:28][CH:29]=1. The yield is 0.860.